Dataset: Catalyst prediction with 721,799 reactions and 888 catalyst types from USPTO. Task: Predict which catalyst facilitates the given reaction. (1) Reactant: [OH:1][C:2]1[CH:24]=[CH:23][C:5]([CH2:6][N:7]2[C:15]3[C:10](=[C:11]([NH:16][C:17](=[O:21])[C:18]([OH:20])=[O:19])[CH:12]=[CH:13][CH:14]=3)[CH:9]=[C:8]2[CH3:22])=[CH:4][C:3]=1[CH:25]([CH3:27])[CH3:26].C(O)C.[OH-].[Na+:32]. Product: [OH:1][C:2]1[CH:24]=[CH:23][C:5]([CH2:6][N:7]2[C:15]3[C:10](=[C:11]([NH:16][C:17](=[O:21])[C:18]([O-:20])=[O:19])[CH:12]=[CH:13][CH:14]=3)[CH:9]=[C:8]2[CH3:22])=[CH:4][C:3]=1[CH:25]([CH3:27])[CH3:26].[Na+:32]. The catalyst class is: 6. (2) Reactant: CN(C)C=O.[CH2:6]([O:10][C:11]1[C:16]([F:17])=[C:15](Cl)[N:14]=[CH:13][N:12]=1)[C:7]#[C:8][CH3:9].C(=O)([O-])[O-].[K+].[K+].[CH3:25][C:26]1([CH3:31])[CH2:30][CH2:29][NH:28][CH2:27]1. Product: [CH2:6]([O:10][C:11]1[C:16]([F:17])=[C:15]([N:28]2[CH2:29][CH2:30][C:26]([CH3:31])([CH3:25])[CH2:27]2)[N:14]=[CH:13][N:12]=1)[C:7]#[C:8][CH3:9]. The catalyst class is: 13.